This data is from Forward reaction prediction with 1.9M reactions from USPTO patents (1976-2016). The task is: Predict the product of the given reaction. (1) Given the reactants [NH:1]1[C:9]2[C:4](=[CH:5][CH:6]=[CH:7][CH:8]=2)[CH:3]=[CH:2]1.I[C:11]1[CH:16]=[CH:15][N:14]=[CH:13][CH:12]=1, predict the reaction product. The product is: [N:14]1[CH:15]=[CH:16][C:11]([N:1]2[C:9]3[C:4](=[CH:5][CH:6]=[CH:7][CH:8]=3)[CH:3]=[CH:2]2)=[CH:12][CH:13]=1. (2) Given the reactants [CH2:1]([OH:8])[C:2]1[CH:7]=[CH:6][CH:5]=[CH:4][CH:3]=1.[H-].[Na+].F[C:12]1[C:19]([F:20])=[CH:18][CH:17]=[CH:16][C:13]=1[C:14]#[N:15], predict the reaction product. The product is: [CH2:1]([O:8][C:12]1[C:19]([F:20])=[CH:18][CH:17]=[CH:16][C:13]=1[C:14]#[N:15])[C:2]1[CH:7]=[CH:6][CH:5]=[CH:4][CH:3]=1. (3) Given the reactants Br[C:2]1[CH:7]=[CH:6][CH:5]=[CH:4][C:3]=1[CH2:8][N:9]1[CH:13]=[CH:12][C:11]([C:14]([NH:16][C:17]2[C:22]([F:23])=[CH:21][CH:20]=[CH:19][C:18]=2[F:24])=[O:15])=[N:10]1.[Cl:25][C:26]1[CH:31]=[CH:30][C:29]([OH:32])=[CH:28][CH:27]=1.C(=O)([O-])[O-].[Cs+].[Cs+], predict the reaction product. The product is: [Cl:25][C:26]1[CH:31]=[CH:30][C:29]([O:32][C:2]2[CH:7]=[CH:6][CH:5]=[CH:4][C:3]=2[CH2:8][N:9]2[CH:13]=[CH:12][C:11]([C:14]([NH:16][C:17]3[C:22]([F:23])=[CH:21][CH:20]=[CH:19][C:18]=3[F:24])=[O:15])=[N:10]2)=[CH:28][CH:27]=1. (4) Given the reactants CO[C:3]1[CH:4]=[C:5]([C:11](=[O:25])[CH2:12][CH2:13][C:14]([N:16]2[CH2:21][CH2:20][N:19]3[CH2:22][CH2:23][CH2:24][C@H:18]3[CH2:17]2)=[O:15])[CH:6]=[CH:7][C:8]=1OC.[Cl:26]C1C=CC(C(CCC(O)=O)=O)=CC=1, predict the reaction product. The product is: [Cl:26][C:8]1[CH:7]=[CH:6][C:5]([C:11](=[O:25])[CH2:12][CH2:13][C:14]([N:16]2[CH2:21][CH2:20][N:19]3[CH2:22][CH2:23][CH2:24][C@H:18]3[CH2:17]2)=[O:15])=[CH:4][CH:3]=1.